Dataset: Reaction yield outcomes from USPTO patents with 853,638 reactions. Task: Predict the reaction yield, written as a fraction of the theoretical maximum amount of product (1.0 means a 100% yield; for example, 0.34 means a 34% yield). (1) The reactants are [NH:1]1[CH2:6][CH2:5][S:4][CH2:3][CH2:2]1.[F:7][C:8]1[CH:9]=[C:10]([N+:16]([O-:18])=[O:17])[CH:11]=[C:12]([F:15])[C:13]=1F. The catalyst is C(#N)C. The product is [F:7][C:8]1[CH:9]=[C:10]([N+:16]([O-:18])=[O:17])[CH:11]=[C:12]([F:15])[C:13]=1[N:1]1[CH2:6][CH2:5][S:4][CH2:3][CH2:2]1. The yield is 0.850. (2) The reactants are Cl.O.[NH:3]1[CH2:8][CH2:7][C:6](=[O:9])[CH2:5][CH2:4]1.[C:10]([N:17]([CH3:26])[C@H:18]([C:23](O)=[O:24])[CH2:19][CH:20]([CH3:22])[CH3:21])([O:12][C:13]([CH3:16])([CH3:15])[CH3:14])=[O:11].[OH:27]N1C2C=CC=CC=2N=N1.Cl.C(N=C=NCCCN(C)C)C.C(N(CC)CC)C. The catalyst is CN(C)C=O. The product is [C:13]([O:12][C:10](=[O:11])[N:17]([C@H:18]([C:23]([N:3]1[CH2:8][CH2:7][C:6]([OH:27])([OH:9])[CH2:5][CH2:4]1)=[O:24])[CH2:19][CH:20]([CH3:21])[CH3:22])[CH3:26])([CH3:15])([CH3:16])[CH3:14]. The yield is 0.940. (3) The reactants are [OH:1][C@@:2]1([C:9]#[C:10][C:11]2[CH:12]=[C:13]([C:17]3[N:18]=[C:19]([C:27]([O:29]CC)=O)[C:20]4[C:25]([CH:26]=3)=[CH:24][CH:23]=[CH:22][CH:21]=4)[CH:14]=[CH:15][CH:16]=2)[CH2:6][CH2:5][N:4]([CH3:7])[C:3]1=[O:8].[NH3:32]. The catalyst is CO. The product is [OH:1][C@@:2]1([C:9]#[C:10][C:11]2[CH:12]=[C:13]([C:17]3[N:18]=[C:19]([C:27]([NH2:32])=[O:29])[C:20]4[C:25]([CH:26]=3)=[CH:24][CH:23]=[CH:22][CH:21]=4)[CH:14]=[CH:15][CH:16]=2)[CH2:6][CH2:5][N:4]([CH3:7])[C:3]1=[O:8]. The yield is 0.220. (4) The reactants are FC(F)(F)S(O[C:7]1[C:8]([CH3:36])([CH3:35])[C@H:9]2[C@:22]([CH3:25])([CH2:23][CH:24]=1)[C@@H:21]1[C@:12]([CH3:34])([C@@:13]3([CH3:33])[C@H:18]([CH2:19][CH2:20]1)[C@H:17]1[C@H:26]([C:29]([CH3:31])=[CH2:30])[CH2:27][CH2:28][C@:16]1([NH2:32])[CH2:15][CH2:14]3)[CH2:11][CH2:10]2)(=O)=O.P(=O)(O)(O)O.[K].CC1(C)C(C)(C)OB([C:53]2[CH2:58][CH2:57][C@@H:56]([C:59]([O:61][CH2:62][C:63]3[CH:68]=[CH:67][CH:66]=[CH:65][CH:64]=3)=[O:60])[CH2:55][CH:54]=2)O1.C1(P(C2CCCCC2)C2C=CC=CC=2C2C(OC)=CC=CC=2OC)CCCCC1. The catalyst is O1CCOCC1.O.C([O-])(=O)C.[Pd+2].C([O-])(=O)C. The product is [NH2:32][C@:16]12[CH2:28][CH2:27][C@@H:26]([C:29]([CH3:31])=[CH2:30])[C@@H:17]1[C@@H:18]1[C@@:13]([CH3:33])([CH2:14][CH2:15]2)[C@@:12]2([CH3:34])[C@@H:21]([C@:22]3([CH3:25])[C@@H:9]([CH2:10][CH2:11]2)[C:8]([CH3:35])([CH3:36])[C:7]([C:53]2[CH2:58][CH2:57][C@@H:56]([C:59]([O:61][CH2:62][C:63]4[CH:64]=[CH:65][CH:66]=[CH:67][CH:68]=4)=[O:60])[CH2:55][CH:54]=2)=[CH:24][CH2:23]3)[CH2:20][CH2:19]1. The yield is 0.671. (5) The reactants are [O:1]1[C:5]2[CH:6]=[CH:7][C:8]([C:10]3([C:13]([NH:15][C:16]4[N:21]=[C:20]([C:22]5[CH:27]=[CH:26][N:25]=[C:24]([O:28]C)[CH:23]=5)[C:19]([CH3:30])=[CH:18][CH:17]=4)=[O:14])[CH2:12][CH2:11]3)=[CH:9][C:4]=2[CH2:3][CH2:2]1.I[Si](C)(C)C. The catalyst is C(Cl)(Cl)Cl. The product is [O:1]1[C:5]2[CH:6]=[CH:7][C:8]([C:10]3([C:13]([NH:15][C:16]4[CH:17]=[CH:18][C:19]([CH3:30])=[C:20]([C:22]5[CH:27]=[CH:26][NH:25][C:24](=[O:28])[CH:23]=5)[N:21]=4)=[O:14])[CH2:12][CH2:11]3)=[CH:9][C:4]=2[CH2:3][CH2:2]1. The yield is 0.360. (6) The reactants are Br.C([O:4][P:5]([CH2:10][CH2:11][CH2:12][N:13]([CH3:28])[CH2:14][CH2:15][CH2:16][CH2:17][CH2:18][CH2:19][CH2:20][CH2:21][CH2:22][CH2:23][CH2:24][CH2:25][CH2:26][CH3:27])(=[O:9])[O:6]CC)C.C[Si](Br)(C)C.C([Si](C)(C)C)C=C. The catalyst is ClCCl. The product is [CH3:28][N:13]([CH2:12][CH2:11][CH2:10][P:5](=[O:4])([OH:9])[OH:6])[CH2:14][CH2:15][CH2:16][CH2:17][CH2:18][CH2:19][CH2:20][CH2:21][CH2:22][CH2:23][CH2:24][CH2:25][CH2:26][CH3:27]. The yield is 0.910. (7) The reactants are CC1C=C(N2CCN(CC3C=CC(C(F)(F)F)=CC=3)C2=O)SC=1C(O)=O.[CH3:27][C:28]1[CH:32]=[C:31]([N:33]2[CH2:37][CH2:36][N:35]([CH2:38][CH2:39][C:40]3[CH:45]=[CH:44][CH:43]=[CH:42][CH:41]=3)[C:34]2=[O:46])[S:30][C:29]=1[C:47]([OH:49])=O.[NH2:50][CH2:51][C:52]1[CH:53]=[N:54][CH:55]=[CH:56][CH:57]=1. No catalyst specified. The product is [CH3:27][C:28]1[CH:32]=[C:31]([N:33]2[CH2:37][CH2:36][N:35]([CH2:38][CH2:39][C:40]3[CH:45]=[CH:44][CH:43]=[CH:42][CH:41]=3)[C:34]2=[O:46])[S:30][C:29]=1[C:47]([NH:50][CH2:51][C:52]1[CH:53]=[N:54][CH:55]=[CH:56][CH:57]=1)=[O:49]. The yield is 0.740. (8) The reactants are O[C@@H:2]1[CH2:6][CH2:5][CH2:4][C@H:3]1[NH:7][C:8]1[N:13]([CH3:14])[C:12](=[O:15])[CH:11]=[CH:10][N:9]=1.C1(P(C2C=CC=CC=2)C2C=CC=CC=2)C=CC=CC=1.N(C(OCC)=O)=NC(OCC)=O. The catalyst is C1COCC1.C1(C)C=CC=CC=1. The product is [CH3:14][N:13]1[C:12](=[O:15])[CH:11]=[CH:10][N:9]2[C:8]1=[N:7][C@@H:3]1[CH2:4][CH2:5][CH2:6][C@@H:2]12. The yield is 0.920. (9) The reactants are [CH2:1]([O:3][C:4](=[O:22])[CH2:5][NH:6][CH2:7][CH2:8][NH:9][S:10]([C:13]1[S:14][C:15]2[CH:21]=[CH:20][CH:19]=[CH:18][C:16]=2[N:17]=1)(=[O:12])=[O:11])[CH3:2].[CH3:23][S:24][CH2:25][CH2:26][O:27][C:28]([NH:30][C:31]1[NH:32][C:33](=[O:44])[C:34]2[N:35]=[CH:36][N:37]([CH2:40][C:41](O)=[O:42])[C:38]=2[N:39]=1)=[O:29]. No catalyst specified. The product is [CH2:1]([O:3][C:4](=[O:22])[CH2:5][N:6]([CH2:7][CH2:8][NH:9][S:10]([C:13]1[S:14][C:15]2[CH:21]=[CH:20][CH:19]=[CH:18][C:16]=2[N:17]=1)(=[O:12])=[O:11])[C:41](=[O:42])[CH2:40][N:37]1[CH:36]=[N:35][C:34]2[C:33](=[O:44])[NH:32][C:31]([NH:30][C:28]([O:27][CH2:26][CH2:25][S:24][CH3:23])=[O:29])=[N:39][C:38]1=2)[CH3:2]. The yield is 0.750.